This data is from Reaction yield outcomes from USPTO patents with 853,638 reactions. The task is: Predict the reaction yield, written as a fraction of the theoretical maximum amount of product (1.0 means a 100% yield; for example, 0.34 means a 34% yield). (1) The reactants are Cl[C:2]1[CH:7]=[C:6](Cl)[N:5]=[CH:4][N:3]=1.[CH3:9][NH:10][C:11]1[CH:12]=[C:13]([OH:17])[CH:14]=[CH:15][CH:16]=1. No catalyst specified. The product is [CH3:9][N:10]([C:11]1[CH:16]=[CH:15][CH:14]=[C:13]([OH:17])[CH:12]=1)[C:2]1[CH:7]=[C:6]([N:10]([CH3:9])[C:11]2[CH:16]=[CH:15][CH:14]=[C:13]([OH:17])[CH:12]=2)[N:5]=[CH:4][N:3]=1. The yield is 0.430. (2) The reactants are [OH:1][C:2]1[C:11]2[C:6](=[CH:7][CH:8]=[CH:9][CH:10]=2)[C@@:5]([CH3:17])([CH2:12][CH2:13][CH:14]([CH3:16])[CH3:15])[C:4](=[O:18])[C:3]=1[C:19]1[NH:24][C:23]2[CH:25]=[CH:26][C:27]([NH:29][C:30](=[O:32])[CH3:31])=[CH:28][C:22]=2[S:21](=[O:34])(=[O:33])[N:20]=1.[OH-].[Na+:36]. The catalyst is O. The product is [C:30]([NH:29][C:27]1[CH:26]=[CH:25][C:23]2[NH:24][C:19]([C:3]3[C:4](=[O:18])[C@:5]([CH3:17])([CH2:12][CH2:13][CH:14]([CH3:15])[CH3:16])[C:6]4[C:11](=[CH:10][CH:9]=[CH:8][CH:7]=4)[C:2]=3[O-:1])=[N:20][S:21](=[O:33])(=[O:34])[C:22]=2[CH:28]=1)(=[O:32])[CH3:31].[Na+:36]. The yield is 0.990. (3) The reactants are [Li]CCCC.CCCCCC.Br[C:13]1[CH:18]=[CH:17][C:16]([F:19])=[CH:15][CH:14]=1.[CH:20]12[O:25][CH:24]1[CH2:23][O:22][CH2:21]2.B(F)(F)F.[OH-].[Na+]. The catalyst is C1COCC1.CCCCCC.O. The product is [F:19][C:16]1[CH:17]=[CH:18][C:13]([C@H:24]2[CH2:23][O:22][CH2:21][C@@H:20]2[OH:25])=[CH:14][CH:15]=1. The yield is 0.397. (4) The reactants are [CH:1]1([N:6]2[C:15]3[N:14]=[C:13]([C:16]4[CH:21]=[CH:20][N:19]=[CH:18][CH:17]=4)[N:12]=[CH:11][C:10]=3[N:9]([CH3:22])[C:8](=[O:23])[C@H:7]2[CH2:24][CH3:25])[CH2:5][CH2:4][CH2:3][CH2:2]1.C1C=C(Cl)C=C(C(OO)=[O:34])C=1.[O-]S(S([O-])=O)=O.[Na+].[Na+]. The catalyst is C(Cl)Cl. The product is [CH:1]1([N:6]2[C:15]3[N:14]=[C:13]([C:16]4[CH:21]=[CH:20][N+:19]([O-:34])=[CH:18][CH:17]=4)[N:12]=[CH:11][C:10]=3[N:9]([CH3:22])[C:8](=[O:23])[C@H:7]2[CH2:24][CH3:25])[CH2:2][CH2:3][CH2:4][CH2:5]1. The yield is 0.0640. (5) The reactants are Cl[C:2]1[N:3]=[C:4]([NH:21][C:22]2[CH:30]=[CH:29][C:28]([F:31])=[CH:27][C:23]=2[C:24](N)=[O:25])[C:5]2[CH:10]=[CH:9][N:8]([S:11]([C:14]3[CH:19]=[CH:18][C:17]([CH3:20])=[CH:16][CH:15]=3)(=[O:13])=[O:12])[C:6]=2[N:7]=1.[CH3:32][CH:33]([N:35]1[CH2:40][CH2:39][N:38]([C:41]2[CH:47]=[CH:46][C:44]([NH2:45])=[C:43]([O:48][CH3:49])[CH:42]=2)[CH2:37][CH2:36]1)[CH3:34].[I-].[K+].Cl.C(=O)(O)[O-].[Na+]. The catalyst is ClCCl. The product is [F:31][C:28]1[CH:27]=[C:23]2[C:22](=[CH:30][CH:29]=1)[N:21]=[C:4]1[C:5]3[CH:10]=[CH:9][N:8]([S:11]([C:14]4[CH:19]=[CH:18][C:17]([CH3:20])=[CH:16][CH:15]=4)(=[O:12])=[O:13])[C:6]=3[N:7]=[C:2]([NH:45][C:44]3[CH:46]=[CH:47][C:41]([N:38]4[CH2:39][CH2:40][N:35]([CH:33]([CH3:32])[CH3:34])[CH2:36][CH2:37]4)=[CH:42][C:43]=3[O:48][CH3:49])[N:3]1[C:24]2=[O:25]. The yield is 0.760. (6) The reactants are Br[C:2]1[CH:7]=[CH:6][C:5]([C@@H:8]([CH3:40])[CH2:9][O:10][C:11]([NH:13][C:14]2[CH:15]=[C:16]([F:39])[C:17]([O:33][CH2:34][CH2:35][CH2:36][O:37][CH3:38])=[C:18]([CH:32]=2)[CH2:19][N:20]([CH3:31])[C:21](=[O:30])[O:22][CH2:23][C:24]2[CH:29]=[CH:28][CH:27]=[CH:26][CH:25]=2)=[O:12])=[C:4]([CH3:41])[CH:3]=1.CC1(C)C[O:47][B:46](B2OCC(C)(C)CO2)[O:45]C1.C([O-])(=O)C.[K+]. The catalyst is CS(C)=O.C1C=CC(P(C2C=CC=CC=2)[C-]2C=CC=C2)=CC=1.C1C=CC(P(C2C=CC=CC=2)[C-]2C=CC=C2)=CC=1.Cl[Pd]Cl.[Fe+2]. The product is [CH2:23]([O:22][C:21]([N:20]([CH2:19][C:18]1[CH:32]=[C:14]([NH:13][C:11]([O:10][CH2:9][C@@H:8]([C:5]2[CH:6]=[CH:7][C:2]([B:46]([OH:47])[OH:45])=[CH:3][C:4]=2[CH3:41])[CH3:40])=[O:12])[CH:15]=[C:16]([F:39])[C:17]=1[O:33][CH2:34][CH2:35][CH2:36][O:37][CH3:38])[CH3:31])=[O:30])[C:24]1[CH:29]=[CH:28][CH:27]=[CH:26][CH:25]=1. The yield is 0.596. (7) The reactants are [N:1]1[C:11]2[C:6](=[CH:7][CH:8]=[CH:9][CH:10]=2)[C:4]([CH3:5])=[CH:3][CH:2]=1.[Cl:12][CH2:13][CH2:14][OH:15]. The catalyst is C(#N)C. The product is [Cl-:12].[OH:15][CH2:14][CH2:13][N+:1]1[C:11]2[C:6](=[CH:7][CH:8]=[CH:9][CH:10]=2)[C:4]([CH3:5])=[CH:3][CH:2]=1. The yield is 0.630.